From a dataset of Full USPTO retrosynthesis dataset with 1.9M reactions from patents (1976-2016). Predict the reactants needed to synthesize the given product. (1) Given the product [CH3:1][C:2]1[CH:10]=[CH:9][C:5]([C:6]2[NH:22][N:21]=[N:20][N:8]=2)=[CH:4][C:3]=1[B:11]1[O:15][C:14]([CH3:17])([CH3:16])[C:13]([CH3:19])([CH3:18])[O:12]1, predict the reactants needed to synthesize it. The reactants are: [CH3:1][C:2]1[CH:10]=[CH:9][C:5]([C:6]([NH2:8])=O)=[CH:4][C:3]=1[B:11]1[O:15][C:14]([CH3:17])([CH3:16])[C:13]([CH3:19])([CH3:18])[O:12]1.[N-:20]=[N+:21]=[N-:22].[Na+].O1CCOCC1.[Si](Cl)(Cl)(Cl)Cl. (2) Given the product [CH:21]1([C:11]2[C:12]([N:13]3[CH2:17][CH2:16][C@H:15]([N:18]([CH3:19])[CH3:20])[CH2:14]3)=[C:6]3[O:5][C:4]([CH:1]4[CH2:2][CH2:3]4)=[N:8][C:7]3=[C:9]([C:28]#[N:29])[C:10]=2[CH3:27])[CH:25]=[CH:24][CH:23]=[CH:22]1, predict the reactants needed to synthesize it. The reactants are: [CH:1]1([C:4]2[O:5][C:6]3[C:7](=[C:9]([C:28]#[N:29])[C:10]([CH3:27])=[C:11]([C:21]4[CH2:25][CH2:24][CH:23](O)[CH:22]=4)[C:12]=3[N:13]3[CH2:17][CH2:16][C@H:15]([N:18]([CH3:20])[CH3:19])[CH2:14]3)[N:8]=2)[CH2:3][CH2:2]1.Cl.C(O)C. (3) Given the product [Cl:12][C:6]1[CH:5]=[CH:4][N+:3]([O-:11])=[C:2]([CH3:1])[CH:7]=1, predict the reactants needed to synthesize it. The reactants are: [CH3:1][C:2]1[CH:7]=[C:6]([N+]([O-])=O)[CH:5]=[CH:4][N+:3]=1[O-:11].[ClH:12]. (4) The reactants are: Cl.Cl.[Cl:3][C:4]1[CH:5]=[C:6](/[CH:16]=[CH:17]/[C:18]([O:20][CH2:21][CH3:22])=[O:19])[CH:7]=[N:8][C:9]=1[NH:10][C@@H:11]1[CH2:15][CH2:14][NH:13][CH2:12]1.C([O-])([O-])=O.[K+].[K+]. Given the product [Cl:3][C:4]1[CH:5]=[C:6](/[CH:16]=[CH:17]/[C:18]([O:20][CH2:21][CH3:22])=[O:19])[CH:7]=[N:8][C:9]=1[NH:10][C@@H:11]1[CH2:15][CH2:14][NH:13][CH2:12]1, predict the reactants needed to synthesize it. (5) Given the product [Cl:1][C:2]1[CH:3]=[C:4]([CH:10]([OH:49])[CH2:11][NH:12][C:13]2[CH2:17][NH:16][C:15](=[O:25])[C:14]=2[C:26]2[NH:30][C:29]3[CH:38]=[C:39]([N:43]4[CH2:44][CH2:45][O:46][CH2:47][CH2:48]4)[CH:40]=[C:41]([CH3:42])[C:28]=3[N:27]=2)[CH:5]=[CH:6][C:7]=1[O:8][CH3:9], predict the reactants needed to synthesize it. The reactants are: [Cl:1][C:2]1[CH:3]=[C:4]([CH:10]([OH:49])[CH2:11][NH:12][C:13]2[CH2:17][N:16](S(C(F)(F)F)(=O)=O)[C:15](=[O:25])[C:14]=2[C:26]2[N:30](C(OC(C)(C)C)=O)[C:29]3[CH:38]=[C:39]([N:43]4[CH2:48][CH2:47][O:46][CH2:45][CH2:44]4)[CH:40]=[C:41]([CH3:42])[C:28]=3[N:27]=2)[CH:5]=[CH:6][C:7]=1[O:8][CH3:9].ClC1C=C([C@H](O)CNC2CNC(=O)C=2C2NC3C=C(N4CCOCC4)C=C(C)C=3N=2)C=CC=1. (6) Given the product [CH:36]([O:1][C:2]1[CH:33]=[CH:32][C:5]([CH2:6][CH:7]2[C:16]3[C:11](=[CH:12][C:13]([O:19][CH3:20])=[C:14]([O:17][CH3:18])[CH:15]=3)[CH2:10][CH2:9][N:8]2[CH2:21][C:22]([NH:24][CH2:25][C:26]2[CH:31]=[CH:30][CH:29]=[CH:28][CH:27]=2)=[O:23])=[CH:4][C:3]=1[O:34][CH3:35])([CH3:38])[CH3:37], predict the reactants needed to synthesize it. The reactants are: [OH:1][C:2]1[CH:33]=[CH:32][C:5]([CH2:6][CH:7]2[C:16]3[C:11](=[CH:12][C:13]([O:19][CH3:20])=[C:14]([O:17][CH3:18])[CH:15]=3)[CH2:10][CH2:9][N:8]2[CH2:21][C:22]([NH:24][CH2:25][C:26]2[CH:31]=[CH:30][CH:29]=[CH:28][CH:27]=2)=[O:23])=[CH:4][C:3]=1[O:34][CH3:35].[CH:36](Br)([CH3:38])[CH3:37]. (7) The reactants are: C(OC([N:6]1[CH2:30][C@:29]2([C:31](=[O:35])[CH2:32][S:33][CH3:34])[C@@H:8]([CH2:9][C@H:10]3[C@H:23]4[C@@:14]([F:27])([C@:15]5([CH3:26])[C:20]([C@@H:21]([F:24])[CH2:22]4)=[CH:19][C:18](=[O:25])[CH:17]=[CH:16]5)[C@@H:13]([OH:28])[CH2:12][C@@:11]32[CH3:36])[CH2:7]1)=O)=C.[ClH:37].O1CCOCC1. Given the product [ClH:37].[F:27][C@@:14]12[C@:15]3([CH3:26])[C:20](=[CH:19][C:18](=[O:25])[CH:17]=[CH:16]3)[C@@H:21]([F:24])[CH2:22][C@H:23]1[C@@H:10]1[CH2:9][C@@H:8]3[C@:29]([C:31](=[O:35])[CH2:32][S:33][CH3:34])([C@@:11]1([CH3:36])[CH2:12][C@@H:13]2[OH:28])[CH2:30][NH:6][CH2:7]3, predict the reactants needed to synthesize it. (8) The reactants are: [H-].[Na+].[F:3][C:4]1[CH:9]=[CH:8][C:7]([OH:10])=[CH:6][CH:5]=1.[CH3:11][O:12][C:13]1[CH:14]=[C:15]([CH:18]=[CH:19][CH:20]=1)CCl.[C:21]1(C)C=CC=CC=1. Given the product [F:3][C:4]1[CH:9]=[CH:8][C:7]([OH:10])=[C:6]([CH2:21][C:18]2[CH:19]=[CH:20][C:13]([O:12][CH3:11])=[CH:14][CH:15]=2)[CH:5]=1, predict the reactants needed to synthesize it.